This data is from Forward reaction prediction with 1.9M reactions from USPTO patents (1976-2016). The task is: Predict the product of the given reaction. (1) Given the reactants [Cl-].O[NH3+:3].[C:4](=[O:7])([O-])[OH:5].[Na+].CS(C)=O.[CH3:13][C:14]1[N:15]([C:39]2[CH:40]=[CH:41][C:42]3[O:46][CH:45]([CH3:47])[CH2:44][C:43]=3[CH:48]=2)[C:16](=[O:38])[C:17]([CH2:23][C:24]2[CH:29]=[CH:28][C:27]([C:30]3[C:31]([C:36]#[N:37])=[CH:32][CH:33]=[CH:34][CH:35]=3)=[CH:26][CH:25]=2)=[C:18]([CH2:20][CH2:21][CH3:22])[N:19]=1, predict the reaction product. The product is: [CH3:13][C:14]1[N:15]([C:39]2[CH:40]=[CH:41][C:42]3[O:46][CH:45]([CH3:47])[CH2:44][C:43]=3[CH:48]=2)[C:16](=[O:38])[C:17]([CH2:23][C:24]2[CH:25]=[CH:26][C:27]([C:30]3[CH:35]=[CH:34][CH:33]=[CH:32][C:31]=3[C:36]3[NH:3][C:4](=[O:7])[O:5][N:37]=3)=[CH:28][CH:29]=2)=[C:18]([CH2:20][CH2:21][CH3:22])[N:19]=1. (2) Given the reactants [CH2:1]([O:3][C:4]1[CH:9]=[CH:8][C:7]([C:10]2[C:15]([N:16]3[CH2:22][CH2:21][C:20](=[O:23])[NH:19][CH2:18][CH2:17]3)=[CH:14][CH:13]=[C:12]([O:24][CH3:25])[N:11]=2)=[CH:6][C:5]=1[CH3:26])[CH3:2].I[C:28]1[CH:33]=[CH:32][C:31]([O:34][CH3:35])=[CH:30][CH:29]=1.C(=O)([O-])[O-].[K+].[K+].N1C2C(=CC=C3C=2N=CC=C3)C=CC=1, predict the reaction product. The product is: [CH2:1]([O:3][C:4]1[CH:9]=[CH:8][C:7]([C:10]2[C:15]([N:16]3[CH2:22][CH2:21][C:20](=[O:23])[N:19]([C:28]4[CH:33]=[CH:32][C:31]([O:34][CH3:35])=[CH:30][CH:29]=4)[CH2:18][CH2:17]3)=[CH:14][CH:13]=[C:12]([O:24][CH3:25])[N:11]=2)=[CH:6][C:5]=1[CH3:26])[CH3:2].